Predict the reaction yield, written as a fraction of the theoretical maximum amount of product (1.0 means a 100% yield; for example, 0.34 means a 34% yield). From a dataset of Reaction yield outcomes from USPTO patents with 853,638 reactions. (1) The reactants are [Cl:1][C:2]1[N:7]=[C:6](Cl)[CH:5]=[C:4]([Cl:9])[N:3]=1.[CH2:10]([Mg]Cl)[C:11]1[CH:16]=[CH:15][CH:14]=[CH:13][CH:12]=1.C(OCC)C. The catalyst is O1CCCC1. The product is [CH2:10]([C:6]1[N:7]=[C:2]([Cl:1])[N:3]=[C:4]([Cl:9])[CH:5]=1)[C:11]1[CH:16]=[CH:15][CH:14]=[CH:13][CH:12]=1. The yield is 0.650. (2) The reactants are Cl[C:2]1[CH:7]=[C:6]([N:8]2[CH:12]=[C:11]([CH3:13])[N:10]=[CH:9]2)[N:5]=[CH:4][N:3]=1.[NH3:14]. The catalyst is C(O)(C)C. The product is [CH3:13][C:11]1[N:10]=[CH:9][N:8]([C:6]2[N:5]=[CH:4][N:3]=[C:2]([NH2:14])[CH:7]=2)[CH:12]=1. The yield is 0.690. (3) The reactants are [C:1]([CH2:3][C:4]1[CH:5]=[C:6]2[C:10](=[CH:11][CH:12]=1)[N:9]([C:13]1[CH:18]=[CH:17][CH:16]=[C:15]([C:19]#[C:20][C@:21]3([OH:28])[CH2:25][CH2:24][N:23]([CH3:26])[C:22]3=[O:27])[CH:14]=1)[N:8]=[C:7]2[C:29]([O:31]C)=O)#[N:2].[NH3:33]. The catalyst is CO. The product is [C:1]([CH2:3][C:4]1[CH:5]=[C:6]2[C:10](=[CH:11][CH:12]=1)[N:9]([C:13]1[CH:18]=[CH:17][CH:16]=[C:15]([C:19]#[C:20][C@:21]3([OH:28])[CH2:25][CH2:24][N:23]([CH3:26])[C:22]3=[O:27])[CH:14]=1)[N:8]=[C:7]2[C:29]([NH2:33])=[O:31])#[N:2]. The yield is 0.390. (4) The reactants are [CH2:1]([O:8][C:9](=[O:27])[NH:10][C@H:11]1[C:20]2[C:15](=[CH:16][CH:17]=[C:18]([C:21]([F:24])([F:23])[F:22])[CH:19]=2)[NH:14][C@@H:13]([CH2:25][CH3:26])[CH2:12]1)[C:2]1[CH:7]=[CH:6][CH:5]=[CH:4][CH:3]=1.N1C=CC=CC=1.Cl[C:35]([O:37][CH2:38][CH3:39])=[O:36].[OH-].[Na+]. The catalyst is ClCCl. The product is [CH2:38]([O:37][C:35]([N:14]1[C:15]2[C:20](=[CH:19][C:18]([C:21]([F:24])([F:22])[F:23])=[CH:17][CH:16]=2)[C@H:11]([NH:10][C:9]([O:8][CH2:1][C:2]2[CH:3]=[CH:4][CH:5]=[CH:6][CH:7]=2)=[O:27])[CH2:12][C@@H:13]1[CH2:25][CH3:26])=[O:36])[CH3:39]. The yield is 0.900. (5) The reactants are C[O:2][C:3]([CH:5]1[CH2:9][CH2:8][CH2:7][N:6]1[C:10]([C:12]1[CH:13]=[N:14][CH:15]=[CH:16][CH:17]=1)=[O:11])=[O:4].[OH-].[Li+]. The catalyst is C1COCC1.O. The product is [N:14]1[CH:15]=[CH:16][CH:17]=[C:12]([C:10]([N:6]2[CH2:7][CH2:8][CH2:9][CH:5]2[C:3]([OH:4])=[O:2])=[O:11])[CH:13]=1. The yield is 0.830. (6) The reactants are [C:1]([C:3]1[C:8]([OH:9])=[CH:7][CH:6]=[CH:5][N:4]=1)#[N:2].C(O[K])(C)(C)C.[CH3:16][O:17][CH2:18]Cl. The yield is 0.580. The product is [CH3:16][O:17][CH2:18][O:9][C:8]1[C:3]([C:1]#[N:2])=[N:4][CH:5]=[CH:6][CH:7]=1. The catalyst is C1COCC1.CN(C=O)C.O. (7) The reactants are [CH2:1]([CH:3]1[CH2:7][CH:6]([OH:8])[CH2:5][CH:4]1[C:9]([O:11][CH2:12][CH3:13])=[O:10])[CH3:2].ClC(Cl)(Cl)C(=N)O[CH2:18][C:19]1[CH:24]=[CH:23][C:22]([O:25][CH3:26])=[CH:21][CH:20]=1.FC(F)(F)S(O)(=O)=O. The catalyst is C(Cl)Cl.C1CCCCC1. The product is [CH2:1]([CH:3]1[CH2:7][CH:6]([O:8][CH2:18][C:19]2[CH:24]=[CH:23][C:22]([O:25][CH3:26])=[CH:21][CH:20]=2)[CH2:5][CH:4]1[C:9]([O:11][CH2:12][CH3:13])=[O:10])[CH3:2]. The yield is 0.640. (8) The reactants are O.[NH2:2]N.[N:4]1([C:9]([N:11]2[CH2:16][CH2:15][N:14]([C:17]([C:19]3[CH:24]=[CH:23][CH:22]=[CH:21][C:20]=3[C:25]([F:28])([F:27])[F:26])=[O:18])[CH2:13][CH2:12]2)=[S:10])C=CN=C1. The catalyst is C(O)C. The product is [F:26][C:25]([F:28])([F:27])[C:20]1[CH:21]=[CH:22][CH:23]=[CH:24][C:19]=1[C:17]([N:14]1[CH2:15][CH2:16][N:11]([C:9]([NH:4][NH2:2])=[S:10])[CH2:12][CH2:13]1)=[O:18]. The yield is 0.600. (9) The reactants are [F:1][C:2]1[CH:11]=[CH:10][C:9]([CH3:12])=[CH:8][C:3]=1[C:4]([NH:6][NH2:7])=[O:5].[Cl:13][CH2:14][C:15](OCC)(OCC)OCC. No catalyst specified. The product is [Cl:13][CH2:14][C:15]1[O:5][C:4]([C:3]2[CH:8]=[C:9]([CH3:12])[CH:10]=[CH:11][C:2]=2[F:1])=[N:6][N:7]=1. The yield is 0.660.